Predict the reactants needed to synthesize the given product. From a dataset of Full USPTO retrosynthesis dataset with 1.9M reactions from patents (1976-2016). (1) Given the product [CH:24]([C:2]1[C:3]([N:8]2[C:12]([CH3:13])=[C:11]([C:14]([N:16]([CH3:23])[C:17]3[CH:18]=[N:19][CH:20]=[CH:21][CH:22]=3)=[O:15])[CH:10]=[N:9]2)=[N:4][CH:5]=[CH:6][CH:7]=1)=[CH2:25], predict the reactants needed to synthesize it. The reactants are: Br[C:2]1[C:3]([N:8]2[C:12]([CH3:13])=[C:11]([C:14]([N:16]([CH3:23])[C:17]3[CH:18]=[N:19][CH:20]=[CH:21][CH:22]=3)=[O:15])[CH:10]=[N:9]2)=[N:4][CH:5]=[CH:6][CH:7]=1.[C:24]1(P(C2C=CC=CC=2)C2C=CC=CC=2)C=CC=C[CH:25]=1.C(C([Sn])=C(CCCC)CCCC)CCC. (2) Given the product [Cl:35][C:36]1[CH:41]=[CH:40][CH:39]=[CH:38][C:37]=1[NH:42][C:43](=[O:70])[NH:44][C:45]1[CH:50]=[CH:49][C:48]([C:51]2[CH:59]=[C:58]3[C:54]([CH2:55][N:56]([C@@H:61]([CH:66]([CH3:68])[CH3:67])[C:62]([OH:64])=[O:63])[C:57]3=[O:60])=[CH:53][CH:52]=2)=[CH:47][C:46]=1[F:69], predict the reactants needed to synthesize it. The reactants are: ClC1C=CC=CC=1NC(=O)NC1C=CC(C2C=C3C(CN([C@@H](C(C)C)C(O)=O)C3=O)=CC=2)=NC=1.[Cl:35][C:36]1[CH:41]=[CH:40][CH:39]=[CH:38][C:37]=1[NH:42][C:43](=[O:70])[NH:44][C:45]1[CH:50]=[CH:49][C:48]([C:51]2[CH:59]=[C:58]3[C:54]([CH2:55][N:56]([C@@H:61]([CH:66]([CH3:68])[CH3:67])[C:62]([O:64]C)=[O:63])[C:57]3=[O:60])=[CH:53][CH:52]=2)=[CH:47][C:46]=1[F:69]. (3) Given the product [C:1](=[O:16])([S:14][CH3:15])[O:2][O:3][CH:4]([O:8][C:9](=[O:13])[CH2:10][CH2:12][CH3:17])[CH:5]([CH3:6])[CH3:7], predict the reactants needed to synthesize it. The reactants are: [C:1](=[O:16])([S:14][CH3:15])[O:2][O:3][CH:4]([O:8][C:9](=[O:13])[CH:10]([CH3:12])C)[CH:5]([CH3:7])[CH3:6].[C:17](O)(=O)CCC. (4) Given the product [F:1][C:2]1[CH:7]=[CH:6][CH:5]=[CH:4][C:3]=1[N:8]1[C:12]([C:13]2[CH:14]=[CH:15][N:16]=[CH:17][CH:18]=2)=[C:11]([C:19]2[O:23][N:22]=[C:21]([C:24]3[CH:25]=[CH:26][C:27]([CH2:28][NH:32][C:33]([CH3:38])([C:34]([OH:36])=[O:35])[CH3:37])=[CH:30][CH:31]=3)[N:20]=2)[N:10]=[N:9]1, predict the reactants needed to synthesize it. The reactants are: [F:1][C:2]1[CH:7]=[CH:6][CH:5]=[CH:4][C:3]=1[N:8]1[C:12]([C:13]2[CH:18]=[CH:17][N:16]=[CH:15][CH:14]=2)=[C:11]([C:19]2[O:23][N:22]=[C:21]([C:24]3[CH:31]=[CH:30][C:27]([CH:28]=O)=[CH:26][CH:25]=3)[N:20]=2)[N:10]=[N:9]1.[NH2:32][C:33]([CH3:38])([CH3:37])[C:34]([OH:36])=[O:35]. (5) Given the product [F:1][C:2]1[CH:7]=[CH:6][C:5]([CH2:8][C:9]2[C:18]3[C:13](=[CH:14][CH:15]=[CH:16][CH:17]=3)[C:12](=[O:19])[NH:11][N:10]=2)=[CH:4][C:3]=1[C:20]([N:22]1[CH2:23][CH2:24][NH:25][CH2:26][CH:27]1[C:60](=[O:59])[CH2:61][OH:62])=[O:21], predict the reactants needed to synthesize it. The reactants are: [F:1][C:2]1[CH:7]=[CH:6][C:5]([CH2:8][C:9]2[C:18]3[C:13](=[CH:14][CH:15]=[CH:16][CH:17]=3)[C:12](=[O:19])[NH:11][N:10]=2)=[CH:4][C:3]=1[C:20]([N:22]1[CH2:27][CH2:26][NH:25][CH2:24][CH2:23]1)=[O:21].CN(C(ON1N=NC2C=CC=CC1=2)=[N+](C)C)C.F[P-](F)(F)(F)(F)F.C(N(CC)CC)C.[OH:59][CH2:60][C:61](O)=[O:62]. (6) Given the product [CH3:73][C:70]1[CH:71]=[CH:72][C:67](/[N:21]=[CH:22]/[N:23]([CH3:14])/[CH:85]=[N:86]/[C:34]2[CH:35]=[CH:36][C:37]([CH3:40])=[CH:38][C:39]=2[CH3:104])=[C:68]([CH3:79])[CH:69]=1, predict the reactants needed to synthesize it. The reactants are: CC(C1C=CC(CCO[C:14]2[N:23]=[CH:22][N:21]=C3C=2C=CC=C3)=CC=1)(C)C.CC1C(/C=N\OC[C:34]2[CH:39]=[CH:38][C:37]([C:40](OC(C)(C)C)=O)=[CH:36][CH:35]=2)=C(OC2C=CC=CC=2)N(C)N=1.CCC1N=CN=C(NCCO[C:67]2[CH:72]=[CH:71][C:70]([CH2:73]COCC)=[C:69](C)[C:68]=2[CH3:79])C=1Cl.CCC1C(Cl)=[C:85](C(NCC2C=CC(C(C)(C)C)=CC=2)=O)[N:86](C)N=1.[CH3:104]CC1C(Cl)=C(C(NCC2C=CC(OC3C=CC(C)=CC=3)=CC=2)=O)N(C)N=1. (7) Given the product [F:1][C:2]1[CH:3]=[CH:4][C:5]([OH:31])=[C:6]([C:8]([CH3:29])([CH3:30])[CH2:9][C:10]([C:25]([F:26])([F:27])[F:28])([OH:24])[CH2:11][NH:12][C:13]2[CH:22]=[CH:21][CH:20]=[C:19]3[C:14]=2[CH:15]=[CH:16][C:17]([CH3:23])=[N:18]3)[CH:7]=1, predict the reactants needed to synthesize it. The reactants are: [F:1][C:2]1[CH:3]=[CH:4][C:5]([O:31]C)=[C:6]([C:8]([CH3:30])([CH3:29])[CH2:9][C:10]([C:25]([F:28])([F:27])[F:26])([OH:24])[CH2:11][NH:12][C:13]2[CH:22]=[CH:21][CH:20]=[C:19]3[C:14]=2[CH:15]=[CH:16][C:17]([CH3:23])=[N:18]3)[CH:7]=1.B(Br)(Br)Br.C(Cl)Cl.CCCCCC.C(OCC)(=O)C. (8) Given the product [CH3:33][O:34][C:35]([C:37]1[CH:42]=[C:41]([C:18]2[CH:19]=[CH:20][C:21]([N+:22]([O-:24])=[O:23])=[C:16]([CH:5]=[CH:4][C:3]([O:2][CH3:1])=[O:26])[N:17]=2)[CH:40]=[N:39][CH:38]=1)=[O:36], predict the reactants needed to synthesize it. The reactants are: [CH3:1][O:2][C:3](=[O:26])[CH2:4][CH:5]([C:16]1[C:21]([N+:22]([O-:24])=[O:23])=[CH:20][CH:19]=[C:18](Br)[N:17]=1)S(C1C=CC(C)=CC=1)(=O)=O.C([O-])([O-])=O.[Na+].[Na+].[CH3:33][O:34][C:35]([C:37]1[CH:38]=[N:39][CH:40]=[C:41](B2OC(C)(C)C(C)(C)O2)[CH:42]=1)=[O:36].O. (9) Given the product [Br:1][C:2]1[CH:10]=[C:9]([C:11]([F:12])([F:13])[F:14])[CH:8]=[C:7]2[C:3]=1[CH2:4][CH2:5][N:6]2[C:15]([N:17]1[CH2:20][CH2:27][O:28][CH2:29][CH2:18]1)=[O:35], predict the reactants needed to synthesize it. The reactants are: [Br:1][C:2]1[CH:10]=[C:9]([C:11]([F:14])([F:13])[F:12])[CH:8]=[C:7]2[C:3]=1[CH2:4][CH2:5][NH:6]2.[CH2:15]([N:17]([CH2:20]C)[CH2:18]C)C.ClC(O[C:27](=O)[O:28][C:29](Cl)(Cl)Cl)(Cl)Cl.C(=O)([O-])[OH:35].[Na+]. (10) Given the product [CH2:37]([O:36][C:34]([N:31]1[CH2:32][CH2:33][N:28]([C:25]2[CH:26]=[CH:27][C:22]([O:21][CH2:20][C@@H:15]3[O:14][C:13]4=[N:12][C:11]([N+:8]([O-:10])=[O:9])=[CH:19][N:18]4[CH2:17][CH2:16]3)=[CH:23][CH:24]=2)[CH2:29][CH2:30]1)=[O:35])[CH3:38], predict the reactants needed to synthesize it. The reactants are: C(N(CC)CC)C.[N+:8]([C:11]1[N:12]=[C:13]2[N:18]([CH:19]=1)[CH2:17][CH2:16][C@H:15]([CH2:20][O:21][C:22]1[CH:27]=[CH:26][C:25]([N:28]3[CH2:33][CH2:32][NH:31][CH2:30][CH2:29]3)=[CH:24][CH:23]=1)[O:14]2)([O-:10])=[O:9].[CH:34]([O:36][CH2:37][CH2:38]Cl)=[O:35].Cl.